Dataset: Forward reaction prediction with 1.9M reactions from USPTO patents (1976-2016). Task: Predict the product of the given reaction. (1) Given the reactants [CH2:1]([O:3][C:4]1[CH:19]=[CH:18][C:7]([CH2:8][C:9]2([C:14]([O:16]C)=[O:15])[CH2:13][CH2:12][CH2:11][O:10]2)=[CH:6][CH:5]=1)[CH3:2].[OH-].[Na+], predict the reaction product. The product is: [CH2:1]([O:3][C:4]1[CH:19]=[CH:18][C:7]([CH2:8][C:9]2([C:14]([OH:16])=[O:15])[CH2:13][CH2:12][CH2:11][O:10]2)=[CH:6][CH:5]=1)[CH3:2]. (2) Given the reactants [CH3:1][N:2]=[C:3]=[O:4].[NH2:5][C:6]1[C:15]2[N:16]=[C:17]([CH2:29][NH2:30])[N:18]([CH2:19][CH2:20][NH:21][C:22](=[O:28])[O:23][C:24]([CH3:27])([CH3:26])[CH3:25])[C:14]=2[C:13]2[CH:12]=[CH:11][CH:10]=[CH:9][C:8]=2[N:7]=1, predict the reaction product. The product is: [NH2:5][C:6]1[C:15]2[N:16]=[C:17]([CH2:29][NH:30][C:3]([NH:2][CH3:1])=[O:4])[N:18]([CH2:19][CH2:20][NH:21][C:22](=[O:28])[O:23][C:24]([CH3:26])([CH3:25])[CH3:27])[C:14]=2[C:13]2[CH:12]=[CH:11][CH:10]=[CH:9][C:8]=2[N:7]=1. (3) Given the reactants [Br:1][C:2]1[CH:8]=[CH:7][CH:6]=[CH:5][C:3]=1[NH2:4].N1C=CC=CC=1.Cl[C:16]([O:18][CH3:19])=[O:17].O, predict the reaction product. The product is: [CH3:19][O:18][C:16](=[O:17])[NH:4][C:3]1[CH:5]=[CH:6][CH:7]=[CH:8][C:2]=1[Br:1]. (4) Given the reactants [NH:1]1[C:5]2=[N:6][CH:7]=[CH:8][CH:9]=[C:4]2[CH:3]=[CH:2]1.[CH2:10]([N:12](CC)CC)C.N#CBr.O, predict the reaction product. The product is: [N:1]1([C:10]#[N:12])[C:5]2=[N:6][CH:7]=[CH:8][CH:9]=[C:4]2[CH:3]=[CH:2]1. (5) The product is: [C:1]1([C:7]([C:17]2[CH:22]=[CH:21][C:20]([CH:23]=[CH:24][C:25]([NH:39][S:36]([C:32]3[CH:33]=[CH:34][CH:35]=[C:30]([O:29][CH3:28])[CH:31]=3)(=[O:38])=[O:37])=[O:26])=[CH:19][CH:18]=2)=[C:8]([C:11]2[CH:16]=[CH:15][CH:14]=[CH:13][CH:12]=2)[CH2:9][CH3:10])[CH:2]=[CH:3][CH:4]=[CH:5][CH:6]=1. Given the reactants [C:1]1(/[C:7](/[C:17]2[CH:22]=[CH:21][C:20]([CH:23]=[CH:24][C:25](O)=[O:26])=[CH:19][CH:18]=2)=[C:8](/[C:11]2[CH:16]=[CH:15][CH:14]=[CH:13][CH:12]=2)\[CH2:9][CH3:10])[CH:6]=[CH:5][CH:4]=[CH:3][CH:2]=1.[CH3:28][O:29][C:30]1[CH:31]=[C:32]([S:36]([NH2:39])(=[O:38])=[O:37])[CH:33]=[CH:34][CH:35]=1, predict the reaction product. (6) Given the reactants C(OC([N:11]([C:27]1[C:36]2[C:31](=[CH:32][CH:33]=[C:34]([C:37]([F:40])([F:39])[F:38])[CH:35]=2)[N:30]=[CH:29][CH:28]=1)[CH2:12][C:13]([NH:15][CH:16]1[CH2:19][N:18]([C:20]([O:22][C:23]([CH3:26])([CH3:25])[CH3:24])=[O:21])[CH2:17]1)=[O:14])=O)C1C=CC=CC=1, predict the reaction product. The product is: [F:40][C:37]([F:38])([F:39])[C:34]1[CH:35]=[C:36]2[C:31](=[CH:32][CH:33]=1)[N:30]=[CH:29][CH:28]=[C:27]2[NH:11][CH2:12][C:13]([NH:15][CH:16]1[CH2:19][N:18]([C:20]([O:22][C:23]([CH3:24])([CH3:25])[CH3:26])=[O:21])[CH2:17]1)=[O:14].